This data is from Forward reaction prediction with 1.9M reactions from USPTO patents (1976-2016). The task is: Predict the product of the given reaction. (1) Given the reactants [F:1][C:2]1[CH:7]=[C:6]([O:8]C)[CH:5]=[C:4]([F:10])[C:3]=1[C:11]1[CH:20]=[CH:19][C:18]2[C:13](=[CH:14][CH:15]=[C:16]([O:21]C)[CH:17]=2)[CH:12]=1.B(Br)(Br)Br, predict the reaction product. The product is: [F:1][C:2]1[CH:7]=[C:6]([OH:8])[CH:5]=[C:4]([F:10])[C:3]=1[C:11]1[CH:12]=[C:13]2[C:18](=[CH:19][CH:20]=1)[CH:17]=[C:16]([OH:21])[CH:15]=[CH:14]2. (2) Given the reactants [H-].[Na+].[C:3]([C:5]1[CH:10]=[CH:9][C:8]([N:11]2[C@H:16]([CH3:17])[CH2:15][N:14]([C:18]([NH:20][C:21]3[CH:26]=[CH:25][C:24]([F:27])=[CH:23][CH:22]=3)=[O:19])[C@@H:13]([CH3:28])[CH2:12]2)=[CH:7][C:6]=1[C:29]([F:32])([F:31])[F:30])#[N:4].[CH3:33]I.O, predict the reaction product. The product is: [C:3]([C:5]1[CH:10]=[CH:9][C:8]([N:11]2[C@H:16]([CH3:17])[CH2:15][N:14]([C:18]([N:20]([CH3:33])[C:21]3[CH:26]=[CH:25][C:24]([F:27])=[CH:23][CH:22]=3)=[O:19])[C@@H:13]([CH3:28])[CH2:12]2)=[CH:7][C:6]=1[C:29]([F:31])([F:32])[F:30])#[N:4].